This data is from Full USPTO retrosynthesis dataset with 1.9M reactions from patents (1976-2016). The task is: Predict the reactants needed to synthesize the given product. (1) Given the product [Br:25][CH2:2][C:1]([C:4]1[CH:5]=[C:6]([NH:11][C:12](=[O:24])[C:13]2[CH:18]=[CH:17][CH:16]=[C:15]([C:19]([C:22]#[N:23])([CH3:21])[CH3:20])[CH:14]=2)[CH:7]=[CH:8][C:9]=1[CH3:10])=[O:3], predict the reactants needed to synthesize it. The reactants are: [C:1]([C:4]1[CH:5]=[C:6]([NH:11][C:12](=[O:24])[C:13]2[CH:18]=[CH:17][CH:16]=[C:15]([C:19]([C:22]#[N:23])([CH3:21])[CH3:20])[CH:14]=2)[CH:7]=[CH:8][C:9]=1[CH3:10])(=[O:3])[CH3:2].[Br:25]Br.O. (2) Given the product [CH3:5][NH:6][CH2:7][CH2:8][C:9]1[CH:14]=[CH:13][CH:12]=[C:11]([C:15]([F:16])([F:18])[F:17])[CH:10]=1, predict the reactants needed to synthesize it. The reactants are: II.[BH4-].[Na+].[CH3:5][NH:6][C:7](=O)[CH2:8][C:9]1[CH:14]=[CH:13][CH:12]=[C:11]([C:15]([F:18])([F:17])[F:16])[CH:10]=1.CO. (3) Given the product [F:1][C:2]1[C:31]([F:32])=[CH:30][CH:29]=[CH:28][C:3]=1[CH2:4][NH:5][C:6]1[C:11]([C:12]([NH2:14])=[O:13])=[CH:10][N:9]=[C:8]([NH:15][C:16]2[CH:17]=[CH:18][C:19]([CH:22]3[CH2:23][CH2:24][N:25]([C:43]4[CH:48]=[CH:47][CH:46]=[CH:45][N:44]=4)[CH2:26][CH2:27]3)=[CH:20][CH:21]=2)[CH:7]=1, predict the reactants needed to synthesize it. The reactants are: [F:1][C:2]1[C:31]([F:32])=[CH:30][CH:29]=[CH:28][C:3]=1[CH2:4][NH:5][C:6]1[C:11]([C:12]([NH2:14])=[O:13])=[CH:10][N:9]=[C:8]([NH:15][C:16]2[CH:21]=[CH:20][C:19]([CH:22]3[CH2:27][CH2:26][NH:25][CH2:24][CH2:23]3)=[CH:18][CH:17]=2)[CH:7]=1.CCN(C(C)C)C(C)C.F[C:43]1[CH:48]=[CH:47][CH:46]=[CH:45][N:44]=1.C(O)(C(F)(F)F)=O. (4) Given the product [CH2:1]([N:8]1[C:18]2=[C:19]3[C:14](=[N:15][C:16]([N:33]4[CH2:38][CH2:37][O:36][CH2:35][CH2:34]4)=[N:17]2)[N:13]([CH2:24][C:25]2[CH:30]=[CH:29][C:28]([O:31][CH3:32])=[CH:27][CH:26]=2)[CH2:12][CH2:11][C:10]3=[N:9]1)[C:2]1[CH:7]=[CH:6][CH:5]=[CH:4][CH:3]=1, predict the reactants needed to synthesize it. The reactants are: [CH2:1]([N:8]1[C:18]2=[C:19]3[C:14](=[N:15][C:16](S(C)(=O)=O)=[N:17]2)[N:13]([CH2:24][C:25]2[CH:30]=[CH:29][C:28]([O:31][CH3:32])=[CH:27][CH:26]=2)[CH2:12][CH2:11][C:10]3=[N:9]1)[C:2]1[CH:7]=[CH:6][CH:5]=[CH:4][CH:3]=1.[NH:33]1[CH2:38][CH2:37][O:36][CH2:35][CH2:34]1. (5) Given the product [F:14][C:13]([F:16])([F:15])[C:10]1[CH:9]=[CH:8][C:7]2[O:6][CH:5]=[CH:4][C:12]=2[CH:11]=1, predict the reactants needed to synthesize it. The reactants are: C(O[CH:4](OCC)[CH2:5][O:6][C:7]1[CH:12]=[CH:11][C:10]([C:13]([F:16])([F:15])[F:14])=[CH:9][CH:8]=1)C.